From a dataset of Forward reaction prediction with 1.9M reactions from USPTO patents (1976-2016). Predict the product of the given reaction. (1) Given the reactants [CH2:1]([C@@H:8]1[NH:13][CH2:12][CH2:11][N:10]([C:14]2[CH:15]=[C:16]3[C:20](=[CH:21][CH:22]=2)[N:19]([CH2:23][CH3:24])[N:18]=[C:17]3[CH:25]2[CH2:28][CH2:27][CH2:26]2)[CH2:9]1)[C:2]1[CH:7]=[CH:6][CH:5]=[CH:4][CH:3]=1.C([O:31][C:32](=O)[CH2:33][C:34]1[NH:38][CH:37]=[N:36][N:35]=1)C, predict the reaction product. The product is: [CH2:1]([C@H:8]1[CH2:9][N:10]([C:14]2[CH:15]=[C:16]3[C:20](=[CH:21][CH:22]=2)[N:19]([CH2:23][CH3:24])[N:18]=[C:17]3[CH:25]2[CH2:28][CH2:27][CH2:26]2)[CH2:11][CH2:12][N:13]1[C:32](=[O:31])[CH2:33][C:34]1[NH:38][CH:37]=[N:36][N:35]=1)[C:2]1[CH:3]=[CH:4][CH:5]=[CH:6][CH:7]=1. (2) Given the reactants Br[C:2]1[CH:3]=[C:4]([C:8]2[CH:9]=[C:10]3[C:15](=[N:16][CH:17]=2)[N:14]([C:18]([NH2:20])=[O:19])[CH2:13][CH2:12][CH2:11]3)[CH:5]=[N:6][CH:7]=1.[F:21][C:22]1[CH:27]=[CH:26][C:25](B(O)O)=[CH:24][CH:23]=1.C([O-])([O-])=O.[Na+].[Na+].C(Cl)Cl, predict the reaction product. The product is: [F:21][C:22]1[CH:27]=[CH:26][C:25]([C:2]2[CH:3]=[C:4]([C:8]3[CH:9]=[C:10]4[C:15](=[N:16][CH:17]=3)[N:14]([C:18]([NH2:20])=[O:19])[CH2:13][CH2:12][CH2:11]4)[CH:5]=[N:6][CH:7]=2)=[CH:24][CH:23]=1.